Dataset: Forward reaction prediction with 1.9M reactions from USPTO patents (1976-2016). Task: Predict the product of the given reaction. Given the reactants [C:1]([O-:4])(=[O:3])[CH3:2].[K+:5].[C:6]([O-:9])(=[O:8])[CH3:7].[Na+:10], predict the reaction product. The product is: [C:1]([O-:4])(=[O:3])[CH3:2].[Na+:10].[K+:5].[C:6]([O-:9])(=[O:8])[CH3:7].